This data is from Forward reaction prediction with 1.9M reactions from USPTO patents (1976-2016). The task is: Predict the product of the given reaction. (1) Given the reactants [CH:1]1([C:7]([CH:16]2[CH2:21][CH2:20][CH2:19][CH2:18][CH2:17]2)=[CH:8][CH2:9][C:10]2[CH:15]=[CH:14][CH:13]=[CH:12][CH:11]=2)[CH2:6][CH2:5][CH2:4][CH2:3][CH2:2]1.[H][H], predict the reaction product. The product is: [CH:16]1([CH:7]([CH:1]2[CH2:6][CH2:5][CH2:4][CH2:3][CH2:2]2)[CH2:8][CH2:9][C:10]2[CH:11]=[CH:12][CH:13]=[CH:14][CH:15]=2)[CH2:17][CH2:18][CH2:19][CH2:20][CH2:21]1. (2) Given the reactants Br[C:2]1[CH:7]=[CH:6][C:5]([S:8]([NH:11][C:12]2[CH:17]=[C:16]([N:18]3[CH2:23][C@H:22]([CH3:24])[NH:21][C@H:20]([CH3:25])[CH2:19]3)[CH:15]=[CH:14][C:13]=2[O:26][CH3:27])(=[O:10])=[O:9])=[CH:4][CH:3]=1.[O:28]1[CH:32]=[CH:31][CH:30]=[C:29]1B(O)O.CC(C)([O-])C.[K+], predict the reaction product. The product is: [CH3:25][C@H:20]1[NH:21][C@@H:22]([CH3:24])[CH2:23][N:18]([C:16]2[CH:15]=[CH:14][C:13]([O:26][CH3:27])=[C:12]([NH:11][S:8]([C:5]3[CH:6]=[CH:7][C:2]([C:29]4[O:28][CH:32]=[CH:31][CH:30]=4)=[CH:3][CH:4]=3)(=[O:10])=[O:9])[CH:17]=2)[CH2:19]1.